Predict the reactants needed to synthesize the given product. From a dataset of Full USPTO retrosynthesis dataset with 1.9M reactions from patents (1976-2016). (1) Given the product [CH3:15][C:16]([CH3:44])([CH3:45])[C:17]#[C:18][C:19]1[S:23][C:22]([C:24]([OH:26])=[O:25])=[C:21]([N:27]([C:28]([CH:30]2[CH2:31][CH2:32][CH:33]([CH3:36])[CH2:34][CH2:35]2)=[O:29])[CH:37]2[CH2:42][CH2:41][CH:40]([O:43][C:2]3[NH:7][C:6](=[O:8])[CH:5]=[CH:4][N:3]=3)[CH2:39][CH2:38]2)[CH:20]=1, predict the reactants needed to synthesize it. The reactants are: Cl[C:2]1[N:7]=[C:6]([O:8]CC[Si](C)(C)C)[CH:5]=[CH:4][N:3]=1.[CH3:15][C:16]([CH3:45])([CH3:44])[C:17]#[C:18][C:19]1[S:23][C:22]([C:24]([OH:26])=[O:25])=[C:21]([N:27]([CH:37]2[CH2:42][CH2:41][CH:40]([OH:43])[CH2:39][CH2:38]2)[C:28]([CH:30]2[CH2:35][CH2:34][CH:33]([CH3:36])[CH2:32][CH2:31]2)=[O:29])[CH:20]=1.[H-].[Na+]. (2) Given the product [C:1]([NH:4][CH:5]([CH2:10][C:11]1[CH:16]=[CH:15][C:14]([O:17][CH2:18][CH2:19][N:20]2[C:24]3[CH:25]=[CH:26][C:27]([C:29](=[N:40][O:39][CH3:38])[C:30]4[CH:31]=[CH:32][CH:33]=[CH:34][CH:35]=4)=[CH:28][C:23]=3[S:22][C:21]2=[O:37])=[CH:13][CH:12]=1)[C:6]([O:8][CH3:9])=[O:7])(=[O:3])[CH3:2], predict the reactants needed to synthesize it. The reactants are: [C:1]([NH:4][CH:5]([CH2:10][C:11]1[CH:16]=[CH:15][C:14]([O:17][CH2:18][CH2:19][N:20]2[C:24]3[CH:25]=[CH:26][C:27]([C:29](=O)[C:30]4[CH:35]=[CH:34][CH:33]=[CH:32][CH:31]=4)=[CH:28][C:23]=3[S:22][C:21]2=[O:37])=[CH:13][CH:12]=1)[C:6]([O:8][CH3:9])=[O:7])(=[O:3])[CH3:2].[CH3:38][O:39][NH2:40].